Dataset: Catalyst prediction with 721,799 reactions and 888 catalyst types from USPTO. Task: Predict which catalyst facilitates the given reaction. (1) Reactant: [C:1]1(=[O:11])[C:5]2([CH2:10][CH2:9][NH:8][CH2:7][CH2:6]2)[CH2:4][CH2:3][NH:2]1.[Cl:12][C:13]1[N:21]=[C:20]2[C:16]([N:17]=[C:18]([CH:24]=O)[N:19]2[CH2:22][CH3:23])=[C:15]([N:26]2[CH2:31][CH2:30][O:29][CH2:28][CH2:27]2)[N:14]=1.C(O[BH-](OC(=O)C)OC(=O)C)(=O)C.[Na+]. Product: [Cl:12][C:13]1[N:21]=[C:20]2[C:16]([N:17]=[C:18]([CH2:24][N:8]3[CH2:9][CH2:10][C:5]4([C:1](=[O:11])[NH:2][CH2:3][CH2:4]4)[CH2:6][CH2:7]3)[N:19]2[CH2:22][CH3:23])=[C:15]([N:26]2[CH2:27][CH2:28][O:29][CH2:30][CH2:31]2)[N:14]=1. The catalyst class is: 26. (2) Reactant: Cl[C:2]1[CH:7]=[C:6]([Cl:8])[N:5]=[CH:4][N:3]=1.[OH-].[Na+].[OH:11][CH:12]1[CH2:15][NH:14][CH2:13]1. Product: [Cl:8][C:6]1[N:5]=[CH:4][N:3]=[C:2]([N:14]2[CH2:15][CH:12]([OH:11])[CH2:13]2)[CH:7]=1. The catalyst class is: 6. (3) Reactant: [C:1]([C:3]1[C:15]([C:16](OCC)=O)=[C:14]2[C:6]([NH:7][C:8]3[C:13]2=[CH:12][CH:11]=[CH:10][CH:9]=3)=[C:5]2[CH2:21][CH2:22][CH2:23][C:4]=12)#[N:2].CN(C=[O:28])C. Product: [CH:16]1[C:15]2[C:3]([C:4]3[C:5]([CH2:21][C:22](=[O:28])[CH:23]=3)=[C:6]3[C:14]=2[C:13]2[CH2:12][CH2:11][CH2:10][CH2:9][C:8]=2[NH:7]3)=[CH:1][N:2]=1. The catalyst class is: 181. (4) Reactant: [Br:1][C:2]1[CH:3]=[C:4]([N:13]([CH:15]([CH2:17][CH3:18])[CH3:16])[CH3:14])[C:5]([CH3:12])=[C:6]([CH:11]=1)[C:7]([O:9]C)=[O:8].[Li+].[OH-]. Product: [Br:1][C:2]1[CH:3]=[C:4]([N:13]([CH:15]([CH2:17][CH3:18])[CH3:16])[CH3:14])[C:5]([CH3:12])=[C:6]([CH:11]=1)[C:7]([OH:9])=[O:8]. The catalyst class is: 30.